From a dataset of Full USPTO retrosynthesis dataset with 1.9M reactions from patents (1976-2016). Predict the reactants needed to synthesize the given product. (1) Given the product [OH:1][C@@H:2]1[CH2:6][N:5]([CH2:7][CH2:8][C:9]2[NH:10][C:16](=[O:25])[C:17]3[C:18]([CH:24]=2)=[C:19]([CH3:23])[CH:20]=[CH:21][CH:22]=3)[C@@H:4]([CH2:11][OH:12])[CH2:3]1, predict the reactants needed to synthesize it. The reactants are: [OH:1][C@@H:2]1[CH2:6][N:5]([CH2:7][CH2:8][C:9]#[N:10])[C@@H:4]([CH2:11][OH:12])[CH2:3]1.C(N(CC)[C:16](=[O:25])[C:17]1[CH:22]=[CH:21][CH:20]=[C:19]([CH3:23])[C:18]=1[CH3:24])C. (2) Given the product [CH3:1][C:2]1[NH:7][C:6]([CH3:8])=[C:5]([C:9]([O:11][CH2:12][CH2:13][N:14]2[CH2:15][CH2:16][N:17]([CH:20]([C:27]3[CH:32]=[CH:31][CH:30]=[CH:29][CH:28]=3)[C:21]3[CH:22]=[CH:23][CH:24]=[CH:25][CH:26]=3)[CH2:18][CH2:19]2)=[O:10])[CH:4]([C:33]2[CH:34]=[CH:35][CH:36]=[C:37]([N+:39]([O-:41])=[O:40])[CH:38]=2)[C:3]=1[C:42]([O:44][CH3:45])=[O:43].[ClH:50].[ClH:50], predict the reactants needed to synthesize it. The reactants are: [CH3:1][C:2]1[NH:7][C:6]([CH3:8])=[C:5]([C:9]([O:11][CH2:12][CH2:13][N:14]2[CH2:19][CH2:18][N:17]([CH:20]([C:27]3[CH:28]=[CH:29][CH:30]=[CH:31][CH:32]=3)[C:21]3[CH:22]=[CH:23][CH:24]=[CH:25][CH:26]=3)[CH2:16][CH2:15]2)=[O:10])[CH:4]([C:33]2[CH:34]=[CH:35][CH:36]=[C:37]([N+:39]([O-:41])=[O:40])[CH:38]=2)[C:3]=1[C:42]([O:44][CH3:45])=[O:43].CC(O)C.[ClH:50]. (3) Given the product [CH2:1]([O:3][C:4]([CH:6]1[CH2:7][CH2:8][N:9]([C:12]2[CH:17]=[CH:16][C:15]([NH2:18])=[CH:14][CH:13]=2)[CH2:10][CH2:11]1)=[O:5])[CH3:2], predict the reactants needed to synthesize it. The reactants are: [CH2:1]([O:3][C:4]([CH:6]1[CH2:11][CH2:10][N:9]([C:12]2[CH:17]=[CH:16][C:15]([N+:18]([O-])=O)=[CH:14][CH:13]=2)[CH2:8][CH2:7]1)=[O:5])[CH3:2].[H][H]. (4) Given the product [ClH:34].[F:16][CH2:15][CH2:14][N:11]1[CH2:12][CH2:13][C:8]2[C:5]3[CH:6]=[CH:7][C:2]([N:30]4[CH:31]=[CH:32][C:27]([O:26][CH2:25][C:22]5[CH:21]=[CH:20][C:19]([F:18])=[CH:24][N:23]=5)=[CH:28][C:29]4=[O:33])=[CH:3][C:4]=3[S:17][C:9]=2[CH2:10]1, predict the reactants needed to synthesize it. The reactants are: Br[C:2]1[CH:7]=[CH:6][C:5]2[C:8]3[CH2:13][CH2:12][N:11]([CH2:14][CH2:15][F:16])[CH2:10][C:9]=3[S:17][C:4]=2[CH:3]=1.[F:18][C:19]1[CH:20]=[CH:21][C:22]([CH2:25][O:26][C:27]2[CH:32]=[CH:31][NH:30][C:29](=[O:33])[CH:28]=2)=[N:23][CH:24]=1.[ClH:34].